From a dataset of Catalyst prediction with 721,799 reactions and 888 catalyst types from USPTO. Predict which catalyst facilitates the given reaction. Reactant: [Cl:1][C:2]1[C:3]2[CH:14]=[CH:13][C:12](=[O:15])[N:11]([C:16]3[CH:21]=[CH:20][C:19]([F:22])=[CH:18][C:17]=3[F:23])[C:4]=2[N:5]=[C:6](S(C)=O)[N:7]=1.[NH2:24][CH:25]([CH2:28][OH:29])[CH2:26][OH:27]. Product: [Cl:1][C:2]1[C:3]2[CH:14]=[CH:13][C:12](=[O:15])[N:11]([C:16]3[CH:21]=[CH:20][C:19]([F:22])=[CH:18][C:17]=3[F:23])[C:4]=2[N:5]=[C:6]([NH:24][CH:25]([CH2:28][OH:29])[CH2:26][OH:27])[N:7]=1. The catalyst class is: 59.